This data is from Forward reaction prediction with 1.9M reactions from USPTO patents (1976-2016). The task is: Predict the product of the given reaction. (1) Given the reactants [OH-:1].[Na+:2].C1(C)C=CC(S(O)(=O)=[O:10])=CC=1.C([O:16][C:17](=[O:48])[C@H:18]([CH2:41][CH2:42][C:43]([O:45]CC)=[O:44])[NH:19][C:20](=[O:40])[C:21]1[CH:26]=[CH:25][C:24]([CH2:27][CH2:28][C:29]2[C:37]3[C:36](=[O:38])[NH:35][C:34]([NH2:39])=[N:33][C:32]=3[NH:31][CH:30]=2)=[CH:23][CH:22]=1)C.Cl.[Na+].[Cl-], predict the reaction product. The product is: [CH:23]1[C:24]([CH2:27][CH2:28][C:29]2[C:37]3[C:36]([N:35]=[C:34]([NH2:39])[NH:33][C:32]=3[NH:31][CH:30]=2)=[O:38])=[CH:25][CH:26]=[C:21]([C:20]([NH:19][C@H:18]([C:17]([O-:48])=[O:16])[CH2:41][CH2:42][C:43]([O-:45])=[O:44])=[O:40])[CH:22]=1.[CH:23]1[C:24]([CH2:27][CH2:28][C:29]2[C:37]3[C:36]([N:35]=[C:34]([NH2:39])[NH:33][C:32]=3[NH:31][CH:30]=2)=[O:38])=[CH:25][CH:26]=[C:21]([C:20]([NH:19][C@H:18]([C:17]([O-:48])=[O:16])[CH2:41][CH2:42][C:43]([O-:45])=[O:44])=[O:40])[CH:22]=1.[OH2:10].[OH2:1].[OH2:10].[OH2:10].[OH2:10].[Na+:2].[Na+:2].[Na+:2].[Na+:2]. (2) Given the reactants Cl.N[C@@H:3]([CH2:22]CC1C=CC=CC=1)[C:4]([NH:6][C@@H](CC(C)C)C(OCC1C=CC=CC=1)=O)=[O:5].CC(C)C[C@H](NC(=O)[C@@H](NC(=O)CN1CCOCC1)CCC1C=CC=CC=1)C([NH:36][C@@H](CC1C=CC=CC=1)C(N[C@@H](CC(C)C)C([C@@]1(C)CO1)=O)=O)=O.[C:82]([OH:88])([C:84](F)(F)F)=[O:83], predict the reaction product. The product is: [NH:6]([C:4](=[O:5])[CH2:3][CH2:22][CH2:84][C:82]([OH:88])=[O:83])[NH2:36]. (3) Given the reactants [CH2:1]([NH:4][C:5](=[O:13])[C:6]1[CH:11]=[CH:10][C:9](Br)=[CH:8][CH:7]=1)[CH2:2][CH3:3].[C:14]1([C:20]#[CH:21])[CH:19]=[CH:18][CH:17]=[CH:16][CH:15]=1.N1CCCCC1.C(Cl)Cl, predict the reaction product. The product is: [CH2:1]([NH:4][C:5](=[O:13])[C:6]1[CH:11]=[CH:10][CH:9]=[C:8]([C:21]#[C:20][C:14]2[CH:19]=[CH:18][CH:17]=[CH:16][CH:15]=2)[CH:7]=1)[CH2:2][CH3:3]. (4) Given the reactants [H-].[Na+].[CH2:3]([O:10][C:11]1[CH:12]=[C:13]([NH:22][C:23]([O:25][C:26]([CH3:29])([CH3:28])[CH3:27])=[O:24])[C:14]([I:21])=[C:15]2[C:20]=1[N:19]=[CH:18][CH:17]=[CH:16]2)[C:4]1[CH:9]=[CH:8][CH:7]=[CH:6][CH:5]=1.Br[CH2:31][CH2:32][CH:33]([O:36][CH3:37])[O:34][CH3:35].P([O-])([O-])([O-])=O, predict the reaction product. The product is: [CH2:3]([O:10][C:11]1[CH:12]=[C:13]([N:22]([C:23]([O:25][C:26]([CH3:29])([CH3:28])[CH3:27])=[O:24])[CH2:31][CH2:32][CH:33]([O:36][CH3:37])[O:34][CH3:35])[C:14]([I:21])=[C:15]2[C:20]=1[N:19]=[CH:18][CH:17]=[CH:16]2)[C:4]1[CH:5]=[CH:6][CH:7]=[CH:8][CH:9]=1. (5) Given the reactants [CH3:1][O:2][C:3]([C:5]1[S:6][C:7]([C:13](=O)[CH:14]=[C:15]([C:20]2[CH:25]=[C:24]([Cl:26])[C:23]([F:27])=[C:22]([Cl:28])[CH:21]=2)[C:16]([F:19])([F:18])[F:17])=[C:8]2[CH2:12][CH2:11][CH2:10][C:9]=12)=[O:4].[OH-:30].[Na+].[NH2:32]O.Cl, predict the reaction product. The product is: [CH3:1][O:2][C:3]([C:5]1[S:6][C:7]([C:13]2[CH2:14][C:15]([C:20]3[CH:25]=[C:24]([Cl:26])[C:23]([F:27])=[C:22]([Cl:28])[CH:21]=3)([C:16]([F:19])([F:18])[F:17])[O:30][N:32]=2)=[C:8]2[CH2:12][CH2:11][CH2:10][C:9]=12)=[O:4]. (6) Given the reactants Br[C:2]1[C:10]2[N:9]=[CH:8][N:7]([C:11]([C:18]3[CH:23]=[CH:22][CH:21]=[CH:20][CH:19]=3)=[CH:12][C:13]([O:15][CH2:16][CH3:17])=[O:14])[C:6]=2[CH:5]=[C:4]([C:24]([F:27])([F:26])[F:25])[CH:3]=1.[NH4+], predict the reaction product. The product is: [C:18]1([CH:11]([N:7]2[C:6]3[CH:5]=[C:4]([C:24]([F:26])([F:27])[F:25])[CH:3]=[CH:2][C:10]=3[N:9]=[CH:8]2)[CH2:12][C:13]([O:15][CH2:16][CH3:17])=[O:14])[CH:23]=[CH:22][CH:21]=[CH:20][CH:19]=1. (7) Given the reactants Cl[C:2](=[O:13])[CH2:3][CH2:4][CH2:5][CH2:6][CH2:7][C:8]([O:10][CH2:11][CH3:12])=[O:9].C[Si](C)(C)C1S[CH:18]=[CH:19]N=1, predict the reaction product. The product is: [O:13]=[C:2]([C:19]1[CH:18]=[CH:5][CH:4]=[CH:3][CH:2]=1)[CH2:3][CH2:4][CH2:5][CH2:6][CH2:7][C:8]([O:10][CH2:11][CH3:12])=[O:9]. (8) Given the reactants [CH3:1][N:2]([CH2:13][C:14]1[NH:18][C:17]2[CH:19]=[CH:20][C:21]([C:23]([OH:25])=O)=[CH:22][C:16]=2[N:15]=1)[CH:3]1[C:12]2[N:11]=[CH:10][CH:9]=[CH:8][C:7]=2[CH2:6][CH2:5][CH2:4]1.O=C1N(P(Cl)(N2CCOC2=O)=O)CCO1.[N:41]1([CH2:46][CH2:47][CH:48]2[CH2:53][CH2:52][NH:51][CH2:50][CH2:49]2)[CH2:45][CH2:44][CH2:43][CH2:42]1.C(N(CC)C(C)C)(C)C, predict the reaction product. The product is: [CH3:1][N:2]([CH2:13][C:14]1[NH:18][C:17]2[CH:19]=[CH:20][C:21]([C:23]([N:51]3[CH2:50][CH2:49][CH:48]([CH2:47][CH2:46][N:41]4[CH2:45][CH2:44][CH2:43][CH2:42]4)[CH2:53][CH2:52]3)=[O:25])=[CH:22][C:16]=2[N:15]=1)[CH:3]1[C:12]2[N:11]=[CH:10][CH:9]=[CH:8][C:7]=2[CH2:6][CH2:5][CH2:4]1. (9) Given the reactants [CH3:1][O:2][C:3]1[CH:12]=[C:11]([O:13][CH3:14])[CH:10]=[CH:9][C:4]=1[CH2:5][NH:6][CH:7]=O.[AlH4-].[Li+].CCOCC, predict the reaction product. The product is: [CH3:1][O:2][C:3]1[CH:12]=[C:11]([O:13][CH3:14])[CH:10]=[CH:9][C:4]=1[CH2:5][NH:6][CH3:7].